From a dataset of Orexin1 receptor HTS with 218,158 compounds and 233 confirmed actives. Binary Classification. Given a drug SMILES string, predict its activity (active/inactive) in a high-throughput screening assay against a specified biological target. The compound is S(=O)(=O)(c1c(cc(nc1SCc1ccc(OC)cc1)C)C)C. The result is 0 (inactive).